The task is: Binary Classification. Given a drug SMILES string, predict its activity (active/inactive) in a high-throughput screening assay against a specified biological target.. This data is from Cav3 T-type calcium channel HTS with 100,875 compounds. (1) The drug is O(C(=O)Cc1nnc(Nc2cc(O)ccc2)c2c1cccc2)CC. The result is 0 (inactive). (2) The molecule is Clc1ccc(CSC=2N(CCN2)C(=O)CC)cc1. The result is 0 (inactive). (3) The compound is Clc1cc(c2nc3c(c(C(=O)NN4CCOCC4)c2)cccc3)ccc1. The result is 0 (inactive). (4) The molecule is S(Cc1nc2n([nH]nc2c(=O)n1)Cc1ccc(F)cc1)CC(=O)Nc1c(cc(cc1C)C)C. The result is 0 (inactive). (5) The drug is O1C2(N(C(=O)C(C(C2)c2c1ccc(OC)c2)C(OCC)=O)C)C. The result is 0 (inactive). (6) The compound is Clc1c(ncc(c1)C(F)(F)F)/C(=C\Nc1c(N)cccc1)C(OC)=O. The result is 0 (inactive). (7) The compound is s1[nH]c2c(n1)c1nc(nc1cc2)C. The result is 0 (inactive). (8) The molecule is S(CC(=O)Nc1sc(nn1)COC)c1ccccc1. The result is 0 (inactive). (9) The drug is s1c2c(nc1C)c(OCC)ccc2OCC. The result is 0 (inactive). (10) The molecule is s1c(NC(=O)CN2CCN(CC2)c2c(c(ccc2)C)C)ncc1. The result is 1 (active).